The task is: Predict the product of the given reaction.. This data is from Forward reaction prediction with 1.9M reactions from USPTO patents (1976-2016). (1) Given the reactants [C:1]([O:5][C:6]([N:8]1[CH2:13][CH:12]([CH2:14][C:15]2[CH:20]=[CH:19][CH:18]=[CH:17][CH:16]=2)[CH:11]([NH:21][CH2:22][C:23]2[CH:28]=[C:27]([C:29]([F:32])([F:31])[F:30])[CH:26]=[C:25]([C:33]([F:36])([F:35])[F:34])[CH:24]=2)[CH2:10][CH:9]1[CH2:37][CH3:38])=[O:7])([CH3:4])([CH3:3])[CH3:2].[Li+].C[Si]([N-][Si](C)(C)C)(C)C.Cl[C:50]([O:52][CH3:53])=[O:51], predict the reaction product. The product is: [C:1]([O:5][C:6]([N:8]1[CH2:13][CH:12]([CH2:14][C:15]2[CH:20]=[CH:19][CH:18]=[CH:17][CH:16]=2)[CH:11]([N:21]([CH2:22][C:23]2[CH:28]=[C:27]([C:29]([F:30])([F:32])[F:31])[CH:26]=[C:25]([C:33]([F:36])([F:34])[F:35])[CH:24]=2)[C:50]([O:52][CH3:53])=[O:51])[CH2:10][CH:9]1[CH2:37][CH3:38])=[O:7])([CH3:4])([CH3:3])[CH3:2]. (2) Given the reactants [I-].[CH3:2][S+](C)(C)=O.[H-].[Na+].[S:9]1[C:13](/[CH:14]=[CH:15]/[C:16]([O:18][CH2:19][CH3:20])=[O:17])=[CH:12][N:11]=[CH:10]1, predict the reaction product. The product is: [S:9]1[C:13]([C@@H:14]2[CH2:2][C@H:15]2[C:16]([O:18][CH2:19][CH3:20])=[O:17])=[CH:12][N:11]=[CH:10]1. (3) Given the reactants [F:1][C:2]([F:28])([F:27])[C:3]1[CH:8]=[CH:7][C:6]([C:9]2[CH:14]=[CH:13][C:12]([O:15][CH:16]([C:18]3[CH:26]=[CH:25][C:21]([C:22]([OH:24])=O)=[CH:20][N:19]=3)[CH3:17])=[CH:11][CH:10]=2)=[CH:5][CH:4]=1.F[P-](F)(F)(F)(F)F.N1(OC(N(C)C)=[N+](C)C)C2N=CC=CC=2N=N1.Cl.[NH2:54][CH2:55][CH2:56][C:57]([O:59]C)=[O:58].CN1CCOCC1, predict the reaction product. The product is: [F:28][C:2]([F:1])([F:27])[C:3]1[CH:4]=[CH:5][C:6]([C:9]2[CH:10]=[CH:11][C:12]([O:15][CH:16]([C:18]3[CH:26]=[CH:25][C:21]([C:22]([NH:54][CH2:55][CH2:56][C:57]([OH:59])=[O:58])=[O:24])=[CH:20][N:19]=3)[CH3:17])=[CH:13][CH:14]=2)=[CH:7][CH:8]=1.